Dataset: Reaction yield outcomes from USPTO patents with 853,638 reactions. Task: Predict the reaction yield, written as a fraction of the theoretical maximum amount of product (1.0 means a 100% yield; for example, 0.34 means a 34% yield). (1) The reactants are [CH3:1][O:2][C:3]1[CH:8]=[CH:7][C:6]([CH:9]([NH:18][CH:19]([C:23]2[O:24][CH:25]=[CH:26][CH:27]=2)[C:20]([OH:22])=O)[C:10]2[CH:15]=[CH:14][C:13]([O:16][CH3:17])=[CH:12][CH:11]=2)=[CH:5][CH:4]=1.CN([C:31]([O:35][N:36]1N=NC2C=CC=C[C:37]1=2)=[N+](C)C)C.[B-](F)(F)(F)F.Cl.CN(C)O.C(N(C(C)C)CC)(C)C. The catalyst is CC#N. The product is [CH3:17][O:16][C:13]1[CH:12]=[CH:11][C:10]([CH:9]([NH:18][CH:19]([C:23]2[O:24][CH:25]=[CH:26][CH:27]=2)[C:20]([N:36]([O:35][CH3:31])[CH3:37])=[O:22])[C:6]2[CH:7]=[CH:8][C:3]([O:2][CH3:1])=[CH:4][CH:5]=2)=[CH:15][CH:14]=1. The yield is 0.930. (2) The reactants are Br[C:2]1[C:11]2[C:6](=[CH:7][CH:8]=[CH:9][CH:10]=2)[C:5](=[O:12])[N:4]([CH3:13])[CH:3]=1.[CH3:14][O:15][C:16]1[CH:17]=[C:18](B(O)O)[CH:19]=[CH:20][CH:21]=1.C1C=CC(P(C2C=CC=CC=2)C2C=CC=CC=2)=CC=1.C([O-])([O-])=O.[Na+].[Na+]. The catalyst is O1CCOCC1.O.C1C=CC(P(C2C=CC=CC=2)[C-]2C=CC=C2)=CC=1.C1C=CC(P(C2C=CC=CC=2)[C-]2C=CC=C2)=CC=1.Cl[Pd]Cl.[Fe+2].CC(=O)OCC. The product is [CH3:14][O:15][C:16]1[CH:21]=[C:20]([C:2]2[C:11]3[C:6](=[CH:7][CH:8]=[CH:9][CH:10]=3)[C:5](=[O:12])[N:4]([CH3:13])[CH:3]=2)[CH:19]=[CH:18][CH:17]=1. The yield is 0.170. (3) The reactants are [Cl:1][C:2]1[CH:9]=[CH:8][C:7]([N+:10]([O-])=O)=[CH:6][C:3]=1[C:4]#[N:5].[OH-].[Na+]. The catalyst is C(O)C. The product is [C:4]([C:3]1[CH:6]=[C:7]([CH:8]=[CH:9][C:2]=1[Cl:1])[NH2:10])#[N:5]. The yield is 0.510.